This data is from Catalyst prediction with 721,799 reactions and 888 catalyst types from USPTO. The task is: Predict which catalyst facilitates the given reaction. (1) Reactant: Br[C:2]1[CH:6]=[CH:5][S:4][C:3]=1[CH:7]=[O:8].[N+:9]([C:12]1[CH:17]=[CH:16][CH:15]=[CH:14][C:13]=1B(O)O)([O-:11])=[O:10].C([O-])(O)=O.[Na+]. Product: [N+:9]([C:12]1[CH:17]=[CH:16][CH:15]=[CH:14][C:13]=1[C:2]1[CH:6]=[CH:5][S:4][C:3]=1[CH:7]=[O:8])([O-:11])=[O:10]. The catalyst class is: 104. (2) Reactant: [BH4-].[Na+].[N+:3]([C:6]1[N:7]([CH2:11][C:12]([C:14]2[CH:15]=[N:16][CH:17]=[CH:18][CH:19]=2)=[O:13])[CH:8]=[CH:9][N:10]=1)([O-:5])=[O:4]. Product: [N+:3]([C:6]1[N:7]([CH2:11][CH:12]([C:14]2[CH:15]=[N:16][CH:17]=[CH:18][CH:19]=2)[OH:13])[CH:8]=[CH:9][N:10]=1)([O-:5])=[O:4]. The catalyst class is: 5. (3) Reactant: [Cl:1][C:2]1[C:11]([CH:12]=[O:13])=[CH:10][C:9]2[C:4](=[CH:5][CH:6]=[C:7]([O:14][CH2:15][C:16]([O:18][C:19]([CH3:22])([CH3:21])[CH3:20])=[O:17])[CH:8]=2)[N:3]=1.CC(=CC)C.Cl([O-])=[O:29].[Na+].P([O-])(O)(O)=O.[Na+]. Product: [C:19]([O:18][C:16](=[O:17])[CH2:15][O:14][C:7]1[CH:8]=[C:9]2[C:4](=[CH:5][CH:6]=1)[N:3]=[C:2]([Cl:1])[C:11]([C:12]([OH:29])=[O:13])=[CH:10]2)([CH3:22])([CH3:21])[CH3:20]. The catalyst class is: 371. (4) Reactant: Cl[C:2]1[CH:23]=[CH:22][C:5]([C:6]([NH:8][C:9]2[CH:14]=[CH:13][C:12]([Cl:15])=[C:11]([C:16]3[CH:21]=[CH:20][CH:19]=[CH:18][N:17]=3)[CH:10]=2)=[O:7])=[C:4]([CH3:24])[N:3]=1.[CH3:25][N:26]([CH3:31])[CH2:27][CH2:28][NH:29][CH3:30]. Product: [Cl:15][C:12]1[CH:13]=[CH:14][C:9]([NH:8][C:6](=[O:7])[C:5]2[CH:22]=[CH:23][C:2]([N:29]([CH2:28][CH2:27][N:26]([CH3:31])[CH3:25])[CH3:30])=[N:3][C:4]=2[CH3:24])=[CH:10][C:11]=1[C:16]1[CH:21]=[CH:20][CH:19]=[CH:18][N:17]=1. The catalyst class is: 51. (5) Reactant: [CH:1]1([C:4](Cl)=[O:5])[CH2:3][CH2:2]1.[N:7]1[N:8]=[C:9]([S:16][C:17]2[CH:26]=[CH:25][C:20]3[N:21]=[C:22]([NH2:24])[S:23][C:19]=3[CH:18]=2)[N:10]2[CH:15]=[CH:14][CH:13]=[CH:12][C:11]=12.N1C=CC=CC=1. Product: [N:7]1[N:8]=[C:9]([SH:16]=[C:17]2[CH:26]=[CH:25][C:20]3=[N:21][CH:22]([NH:24][C:4]([CH:1]4[CH2:3][CH2:2]4)=[O:5])[S:23][C:19]3=[CH:18]2)[N:10]2[CH:15]=[CH:14][CH:13]=[CH:12][C:11]=12. The catalyst class is: 6.